From a dataset of hERG Central: cardiac toxicity at 1µM, 10µM, and general inhibition. Predict hERG channel inhibition at various concentrations. (1) The compound is CCN(CC)CCN(Cc1cc2cc(C)cc(C)c2[nH]c1=O)C(=S)NCc1ccco1. Results: hERG_inhib (hERG inhibition (general)): blocker. (2) The molecule is CCOCCCN(C(=O)c1snc(C(N)=O)c1N)C(C(=O)NCCC(C)C)c1ccc(Cl)cc1. Results: hERG_inhib (hERG inhibition (general)): blocker. (3) The compound is c1ccc(C(c2ccccc2)c2noc(CN3CCN(CC4CC4)CC3)n2)cc1. Results: hERG_inhib (hERG inhibition (general)): blocker. (4) The compound is CCCCCCCNC(=O)C1(CC2CC(c3ccc(Cl)cc3)=NO2)CCN(C(=O)C2(C)CC2)CC1. Results: hERG_inhib (hERG inhibition (general)): blocker. (5) The drug is Cl.O=C(c1ccco1)N1CCN(C(c2ccc(F)cc2)c2nnnn2Cc2cccs2)CC1. Results: hERG_inhib (hERG inhibition (general)): blocker. (6) The compound is O=C(CCCN1C(=O)/C(=C/c2ccccc2)SC1=S)NCCCn1ccnc1. Results: hERG_inhib (hERG inhibition (general)): blocker. (7) The drug is O=C(CCc1ccc(F)c(F)c1)NC1CCCN(Cc2ccc(Cl)cc2)C1. Results: hERG_inhib (hERG inhibition (general)): blocker. (8) The molecule is Cc1cccc(CN2C3=NCCCN3c3ccccc32)c1.Cl. Results: hERG_inhib (hERG inhibition (general)): blocker. (9) The drug is Cc1c(C(=O)N2CCN(C(=O)c3ccco3)CC2)sc2nc(-c3ccc(F)cc3)cn12. Results: hERG_inhib (hERG inhibition (general)): blocker. (10) The drug is Cc1ccc(CSc2ccc3nnc(-c4cccnc4)n3n2)cc1. Results: hERG_inhib (hERG inhibition (general)): blocker.